Dataset: Retrosynthesis with 50K atom-mapped reactions and 10 reaction types from USPTO. Task: Predict the reactants needed to synthesize the given product. (1) Given the product CCOC(=O)[C@H](Cc1ccc(O)cc1)NC(=O)C(C)(C)NC(=O)[C@@H](SC(C)=O)C(C)C, predict the reactants needed to synthesize it. The reactants are: CC(=O)S[C@H](C(=O)O)C(C)C.CCOC(=O)[C@H](Cc1ccc(O)cc1)NC(=O)C(C)(C)N. (2) Given the product COC(=O)Nc1ccc(Cl)cc1C#N, predict the reactants needed to synthesize it. The reactants are: COC(=O)Cl.N#Cc1cc(Cl)ccc1N. (3) Given the product CC(C)(C)OC(=O)N[C@@H]1CCCC[C@@H]1Nc1nc(Cl)c(C#N)cc1F, predict the reactants needed to synthesize it. The reactants are: CC(C)(C)OC(=O)N[C@@H]1CCCC[C@@H]1Nc1nc(Cl)c(C(N)=O)cc1F. (4) Given the product CCOC(=O)c1cn(CCO)c2c(F)cc(Cc3cccc(Cl)c3Cl)cc2c1=O, predict the reactants needed to synthesize it. The reactants are: CCOC(=O)c1cn(CCO[Si](C)(C)C(C)(C)C)c2c(F)cc(Cc3cccc(Cl)c3Cl)cc2c1=O. (5) Given the product Nc1cnn(CC(F)F)c1, predict the reactants needed to synthesize it. The reactants are: O=[N+]([O-])c1cnn(CC(F)F)c1. (6) Given the product CC(C)(C)OC(=O)NCc1cncc(C2CC2)c1, predict the reactants needed to synthesize it. The reactants are: CC(C)(C)OC(=O)NCc1cncc(Br)c1.OB(O)C1CC1. (7) Given the product Cc1nc2c(OCc3c(F)cccc3F)cccn2c1C(=O)NC(CN)c1ccc(F)c(F)c1, predict the reactants needed to synthesize it. The reactants are: Cc1nc2c(OCc3c(F)cccc3F)cccn2c1C(=O)NC(CNC(=O)OC(C)(C)C)c1ccc(F)c(F)c1. (8) Given the product NC(=O)c1sc2nc(N3CCC(NCC(O)c4ccc(-c5ccc6c(c5)NC(=O)C6)cn4)CC3)cc(C(F)(F)F)c2c1N, predict the reactants needed to synthesize it. The reactants are: NC(=O)c1sc2nc(N3CCC(NCC(O)c4ccc(Br)cn4)CC3)cc(C(F)(F)F)c2c1N.O=C1Cc2ccc(Br)cc2N1.